This data is from Catalyst prediction with 721,799 reactions and 888 catalyst types from USPTO. The task is: Predict which catalyst facilitates the given reaction. (1) Reactant: [OH-].[NH4+:2].C(OO)(C)(C)C.[Br:9][C:10]1[CH:19]=[C:18]2[C:13]([CH2:14][C:15]([CH3:32])([CH3:31])[CH2:16][C:17]32[C:23](=[O:24])[N:22]([CH2:25][C:26]([F:29])([F:28])[F:27])[C:21](=S)[NH:20]3)=[CH:12][CH:11]=1. Product: [NH2:2][C:21]1[N:22]([CH2:25][C:26]([F:29])([F:28])[F:27])[C:23](=[O:24])[C:17]2([N:20]=1)[C:18]1[C:13](=[CH:12][CH:11]=[C:10]([Br:9])[CH:19]=1)[CH2:14][C:15]([CH3:32])([CH3:31])[CH2:16]2. The catalyst class is: 138. (2) Reactant: Cl.Cl.[CH2:3]([N:10]([CH2:25][CH2:26][N:27]([CH3:29])[CH3:28])[C:11](=[O:24])[CH2:12][O:13][C:14]1[CH:15]=[CH:16][CH:17]=[C:18]2[C:23]=1[CH2:22][NH:21][CH2:20][CH2:19]2)[C:4]1[CH:9]=[CH:8][CH:7]=[CH:6][CH:5]=1.C=O.[BH3-][C:33]#N.[Na+].C([O-])(O)=O.[Na+]. Product: [CH2:3]([N:10]([CH2:25][CH2:26][N:27]([CH3:29])[CH3:28])[C:11](=[O:24])[CH2:12][O:13][C:14]1[CH:15]=[CH:16][CH:17]=[C:18]2[C:23]=1[CH2:22][N:21]([CH3:33])[CH2:20][CH2:19]2)[C:4]1[CH:5]=[CH:6][CH:7]=[CH:8][CH:9]=1. The catalyst class is: 72. (3) Reactant: [OH:1][C@@H:2]([C:7]1[CH:12]=[CH:11][CH:10]=[CH:9][CH:8]=1)[CH2:3][C:4]([OH:6])=O.[Cl:13][C:14]1[CH:19]=[CH:18][C:17]([N:20]2[CH2:25][CH2:24][NH:23][CH2:22][CH2:21]2)=[CH:16][CH:15]=1.C(Cl)CCl.C1C=C[C:33]2[N:38](O)N=NC=2C=1.[OH-:40].[NH4+]. Product: [Cl:13][C:14]1[CH:15]=[CH:16][C:17]([N:20]2[CH2:25][CH2:24][N:23]([C:4](=[O:6])[CH2:3][C@@H:2]([O:1][C:33](=[O:40])[NH2:38])[C:7]3[CH:12]=[CH:11][CH:10]=[CH:9][CH:8]=3)[CH2:22][CH2:21]2)=[CH:18][CH:19]=1. The catalyst class is: 30. (4) Reactant: [Cl:1][C:2]1[CH:3]=[C:4]([C:8]#[C:9][C:10]2[NH:11][O:12][CH:13]3[NH:17][CH2:16][CH2:15][C:14]=23)[CH:5]=[CH:6][CH:7]=1.C(N(CC)CC)C.[CH:25]1([N:30]=[C:31]=[O:32])[CH2:29][CH2:28][CH2:27][CH2:26]1.O. Product: [Cl:1][C:2]1[CH:3]=[C:4]([C:8]#[C:9][C:10]2[CH:14]3[CH2:15][CH2:16][N:17]([C:31]([NH:30][CH:25]4[CH2:29][CH2:28][CH2:27][CH2:26]4)=[O:32])[CH:13]3[O:12][N:11]=2)[CH:5]=[CH:6][CH:7]=1. The catalyst class is: 2. (5) Reactant: [Cl:1][C:2]([Cl:35])([Cl:34])[CH2:3][O:4][C:5]([N:7]1[CH2:12][C:11]([NH:13][C:14]([O:16][C:17]([CH3:20])([CH3:19])[CH3:18])=[O:15])=[N:10][C:9]([CH:31]([F:33])[F:32])([C:21]2[CH:26]=[C:25]([N+:27]([O-])=O)[CH:24]=[CH:23][C:22]=2[F:30])[CH2:8]1)=[O:6].[NH4+].[Cl-]. Product: [Cl:35][C:2]([Cl:1])([Cl:34])[CH2:3][O:4][C:5]([N:7]1[CH2:12][C:11]([NH:13][C:14]([O:16][C:17]([CH3:19])([CH3:20])[CH3:18])=[O:15])=[N:10][C:9]([C:21]2[CH:26]=[C:25]([NH2:27])[CH:24]=[CH:23][C:22]=2[F:30])([CH:31]([F:32])[F:33])[CH2:8]1)=[O:6]. The catalyst class is: 415. (6) Reactant: [NH2:1][CH2:2][C@H:3]1[O:7][C:6](=[O:8])[N:5]([CH2:9][C@@H:10]2[C@H:13]([NH:14][C:15](=[O:31])/[C:16](=[N:23]\[O:24][C:25]([CH3:30])([CH3:29])[C:26]([OH:28])=[O:27])/[C:17]3[N:18]=[C:19]([NH2:22])[S:20][CH:21]=3)[C:12](=[O:32])[N:11]2[S:33]([OH:36])(=[O:35])=[O:34])[CH2:4]1.Cl.[N:38]1([C:43](N)=[NH:44])C=CC=N1.CCN(C(C)C)C(C)C. Product: [NH2:22][C:19]1[S:20][CH:21]=[C:17](/[C:16](=[N:23]/[O:24][C:25]([CH3:29])([CH3:30])[C:26]([OH:28])=[O:27])/[C:15]([NH:14][C@@H:13]2[C:12](=[O:32])[N:11]([S:33]([OH:36])(=[O:34])=[O:35])[C@@H:10]2[CH2:9][N:5]2[CH2:4][C@@H:3]([CH2:2][NH:1][C:43]([NH2:44])=[NH:38])[O:7][C:6]2=[O:8])=[O:31])[N:18]=1. The catalyst class is: 3. (7) Reactant: C(OC([N:8]1[CH2:12][CH:11]([NH:13][C:14]([C:16]2[CH:17]=[N:18][CH:19]=[CH:20][C:21]=2[NH:22][C:23]2[C:28]([O:29][CH3:30])=[CH:27][N:26]=[C:25]([C:31]3[CH:36]=[C:35]([Cl:37])[CH:34]=[CH:33][C:32]=3[F:38])[N:24]=2)=[O:15])[CH2:10][CH:9]1[C:39](=[O:43])[N:40]([CH3:42])[CH3:41])=O)(C)(C)C. Product: [Cl:37][C:35]1[CH:34]=[CH:33][C:32]([F:38])=[C:31]([C:25]2[N:24]=[C:23]([NH:22][C:21]3[C:16]([C:14]([NH:13][CH:11]4[CH2:10][CH:9]([C:39](=[O:43])[N:40]([CH3:42])[CH3:41])[NH:8][CH2:12]4)=[O:15])=[CH:17][N:18]=[CH:19][CH:20]=3)[C:28]([O:29][CH3:30])=[CH:27][N:26]=2)[CH:36]=1. The catalyst class is: 12. (8) Reactant: [F:1][C:2]1[CH:3]=[C:4]([CH:6]=[CH:7][C:8]=1[O:9][C:10]1[CH:15]=[CH:14][N:13]=[C:12]2[CH:16]=[C:17](I)[S:18][C:11]=12)[NH2:5].[CH3:20][N:21]1[CH2:26][CH2:25][NH:24][CH2:23][CH2:22]1.N1CCC[C@H]1C(O)=O.C([O-])([O-])=O.[K+].[K+]. Product: [F:1][C:2]1[CH:3]=[C:4]([CH:6]=[CH:7][C:8]=1[O:9][C:10]1[CH:15]=[CH:14][N:13]=[C:12]2[CH:16]=[C:17]([N:24]3[CH2:25][CH2:26][N:21]([CH3:20])[CH2:22][CH2:23]3)[S:18][C:11]=12)[NH2:5]. The catalyst class is: 419. (9) Reactant: Cl.[Cl:2][C:3]1[CH:8]=[CH:7][CH:6]=[CH:5][C:4]=1[NH:9][NH2:10].C(=O)([O-])[O-].[K+].[K+].[C:17]([O:21][C:22](O[C:22]([O:21][C:17]([CH3:20])([CH3:19])[CH3:18])=[O:23])=[O:23])([CH3:20])([CH3:19])[CH3:18]. Product: [C:17]([O:21][C:22]([NH:10][NH:9][C:4]1[CH:5]=[CH:6][CH:7]=[CH:8][C:3]=1[Cl:2])=[O:23])([CH3:20])([CH3:19])[CH3:18]. The catalyst class is: 20. (10) Reactant: [F:1][C:2]([F:36])([F:35])[O:3][C:4]1[CH:5]=[C:6]([CH:32]=[CH:33][CH:34]=1)[O:7][CH:8]([CH2:30][CH3:31])[C:9]([N:11]1[CH2:16][C:15](=[O:17])[N:14](COCC[Si](C)(C)C)[C:13]2[CH:26]=[CH:27][CH:28]=[N:29][C:12]1=2)=[O:10].O.C1(C)C=CC=CC=1. Product: [F:36][C:2]([F:1])([F:35])[O:3][C:4]1[CH:5]=[C:6]([CH:32]=[CH:33][CH:34]=1)[O:7][CH:8]([CH2:30][CH3:31])[C:9]([N:11]1[CH2:16][C:15](=[O:17])[NH:14][C:13]2[CH:26]=[CH:27][CH:28]=[N:29][C:12]1=2)=[O:10]. The catalyst class is: 55.